From a dataset of Catalyst prediction with 721,799 reactions and 888 catalyst types from USPTO. Predict which catalyst facilitates the given reaction. (1) Reactant: [C:1]([C:5]1[CH:10]=[CH:9][C:8]([N+:11]([O-])=O)=[CH:7][C:6]=1[NH:14][C:15](=[O:23])[CH2:16][N:17]1[CH2:22][CH2:21][O:20][CH2:19][CH2:18]1)([CH3:4])([CH3:3])[CH3:2]. Product: [NH2:11][C:8]1[CH:9]=[CH:10][C:5]([C:1]([CH3:4])([CH3:3])[CH3:2])=[C:6]([NH:14][C:15](=[O:23])[CH2:16][N:17]2[CH2:18][CH2:19][O:20][CH2:21][CH2:22]2)[CH:7]=1. The catalyst class is: 78. (2) Reactant: [Si:1]([O:8][CH:9]([C:22]1[O:23][CH:24]=[CH:25][N:26]=1)[CH2:10][CH2:11][CH2:12][CH2:13][CH2:14][CH2:15][C:16]1[CH:21]=[CH:20][CH:19]=[CH:18][CH:17]=1)([C:4]([CH3:7])([CH3:6])[CH3:5])([CH3:3])[CH3:2].[F:27][C:28]([F:41])([F:40])[S:29](O[S:29]([C:28]([F:41])([F:40])[F:27])(=[O:31])=[O:30])(=[O:31])=[O:30]. Product: [Si:1]([O:8][CH:9]([C:22]1[O:23][C:24]([S:29]([C:28]([F:41])([F:40])[F:27])(=[O:31])=[O:30])=[CH:25][N:26]=1)[CH2:10][CH2:11][CH2:12][CH2:13][CH2:14][CH2:15][C:16]1[CH:21]=[CH:20][CH:19]=[CH:18][CH:17]=1)([C:4]([CH3:7])([CH3:5])[CH3:6])([CH3:2])[CH3:3]. The catalyst class is: 1.